Dataset: Reaction yield outcomes from USPTO patents with 853,638 reactions. Task: Predict the reaction yield, written as a fraction of the theoretical maximum amount of product (1.0 means a 100% yield; for example, 0.34 means a 34% yield). The reactants are [C:1]1(=[O:14])[C:10]2[C:5](=CC(C(O)=O)=C[CH:9]=2)[CH2:4][CH2:3][CH2:2]1.O[N:16]1[C:20](=[O:21])[CH2:19][CH2:18][C:17]1=O.C1(N=C=NC2CCCCC2)CCCCC1.[Cl-].[NH4+].C(N(CC)CC)C. The catalyst is C(Cl)Cl. The product is [CH2:2]1[C:3]2[C:17](=[CH:18][C:19]([C:20]([NH2:16])=[O:21])=[CH:5][CH:4]=2)[CH2:9][CH2:10][C:1]1=[O:14]. The yield is 0.640.